Dataset: Forward reaction prediction with 1.9M reactions from USPTO patents (1976-2016). Task: Predict the product of the given reaction. (1) Given the reactants [CH:1]1([C@@H:4]([C:10]2[CH:15]=[CH:14][C:13]([CH2:16]O)=[C:12]([OH:18])[CH:11]=2)[CH2:5][C:6]([O:8][CH3:9])=[O:7])[CH2:3][CH2:2]1.[Br:19][C:20]1[CH:25]=[CH:24][C:23]([CH:26]=[CH2:27])=[CH:22][CH:21]=1.Cl([O-])(=O)(=O)=O.[Li+].O.[O-2].[O-2].[O-2].O=[Si]=O.O=[Si]=O.O=[Si]=O.O=[Si]=O.[Al+3].[Al+3].O, predict the reaction product. The product is: [Br:19][C:20]1[CH:25]=[CH:24][C:23]([CH:26]2[CH2:27][CH2:16][C:13]3[C:12](=[CH:11][C:10]([C@H:4]([CH:1]4[CH2:3][CH2:2]4)[CH2:5][C:6]([O:8][CH3:9])=[O:7])=[CH:15][CH:14]=3)[O:18]2)=[CH:22][CH:21]=1. (2) The product is: [Cl:1][C:2]1[CH:7]=[CH:6][CH:5]=[CH:4][C:3]=1[CH2:8][CH2:9][N:10]1[C:14]([C:15]2[CH:20]=[CH:19][C:18]([F:21])=[CH:17][CH:16]=2)=[C:13]([C:22]2[CH:27]=[C:26]([C:28]([OH:33])=[O:30])[CH:25]=[CH:24][N:23]=2)[N:12]=[CH:11]1. Given the reactants [Cl:1][C:2]1[CH:7]=[CH:6][CH:5]=[CH:4][C:3]=1[CH2:8][CH2:9][N:10]1[C:14]([C:15]2[CH:20]=[CH:19][C:18]([F:21])=[CH:17][CH:16]=2)=[C:13]([C:22]2[CH:27]=[C:26]([C:28]#N)[CH:25]=[CH:24][N:23]=2)[N:12]=[CH:11]1.[OH-:30].[Na+].C[OH:33], predict the reaction product. (3) The product is: [CH3:10][N:9]([CH3:11])[CH2:8][CH2:7][C:6]1[S:5][C:4]2[CH:12]=[CH:13][CH:14]=[CH:15][C:3]=2[C:2]=1[C:30](=[O:31])[CH3:29]. Given the reactants Br[C:2]1[C:3]2[CH:15]=[CH:14][CH:13]=[CH:12][C:4]=2[S:5][C:6]=1[CH2:7][CH2:8][N:9]([CH3:11])[CH3:10].CN(C)CCN(C)C.[Li]CCCC.[CH3:29][C:30](OC(C)=O)=[O:31], predict the reaction product. (4) Given the reactants [CH3:1][C:2]1[CH:7]=[C:6]([CH2:8][OH:9])[CH:5]=[C:4]([CH3:10])[N:3]=1.[N:11]([C:14]1[C:15]([CH3:20])=[N:16][O:17][C:18]=1[CH3:19])=[C:12]=[O:13].[ClH:21].O1CCOCC1, predict the reaction product. The product is: [ClH:21].[CH3:20][C:15]1[C:14]([NH:11][C:12](=[O:13])[O:9][CH2:8][C:6]2[CH:5]=[C:4]([CH3:10])[N:3]=[C:2]([CH3:1])[CH:7]=2)=[C:18]([CH3:19])[O:17][N:16]=1. (5) Given the reactants [C:1]1([CH3:10])[CH:6]=[CH:5][C:4]([C:7](=[O:9])[CH3:8])=[CH:3][CH:2]=1.C[Si]([N-][Si](C)(C)C)(C)C.[Li+].[CH3:21][C:22]([S@@:25](/[N:27]=[C:28](\[C:33]1[CH:38]=[CH:37][C:36]([O:39][CH2:40][CH2:41][CH2:42][CH2:43][CH2:44][C:45]([F:48])([F:47])[F:46])=[CH:35][CH:34]=1)/[C:29]([F:32])([F:31])[F:30])=[O:26])([CH3:24])[CH3:23], predict the reaction product. The product is: [CH3:24][C:22]([S@@:25]([NH:27][C@:28]([C:33]1[CH:34]=[CH:35][C:36]([O:39][CH2:40][CH2:41][CH2:42][CH2:43][CH2:44][C:45]([F:48])([F:46])[F:47])=[CH:37][CH:38]=1)([CH2:8][C:7](=[O:9])[C:4]1[CH:5]=[CH:6][C:1]([CH3:10])=[CH:2][CH:3]=1)[C:29]([F:30])([F:32])[F:31])=[O:26])([CH3:21])[CH3:23]. (6) The product is: [CH3:1][O:2][C:3]1[CH:4]=[CH:5][C:6]([C:9]2[C:13]3[CH2:14][C:15]4[S:16][C:17]([C:20]5[CH:21]=[C:22]([NH2:26])[CH:23]=[CH:24][CH:25]=5)=[CH:18][C:19]=4[C:12]=3[NH:11][N:10]=2)=[CH:7][CH:8]=1. Given the reactants [CH3:1][O:2][C:3]1[CH:8]=[CH:7][C:6]([C:9]2[C:13]3[CH2:14][C:15]4[S:16][C:17]([C:20]5[CH:21]=[C:22]([NH2:26])[CH:23]=[CH:24][CH:25]=5)=[CH:18][C:19]=4[C:12]=3[N:11](COCC[Si](C)(C)C)[N:10]=2)=[CH:5][CH:4]=1.Cl, predict the reaction product. (7) Given the reactants C1(C)C=CC(S([O-])(=O)=O)=CC=1.[NH+]1C=CC=CC=1.C(OC([O:23][C:24]1([CH3:61])[CH:36]([OH:37])[CH:35]=[CH:34][CH:33]([CH3:38])[CH:32](/[C:39](/[CH3:60])=[CH:40]/[CH:41]=[CH:42]/[CH:43]([CH3:59])[CH2:44][CH:45]2[O:58][CH:46]2[CH:47]([CH3:57])[CH:48]([O:51]C(OCC)C)[CH2:49][CH3:50])[O:31][C:29](=[O:30])[CH:28]=[CH:27][CH2:26][CH2:25]1)C)C, predict the reaction product. The product is: [OH:23][C:24]1([CH3:61])[CH:36]([OH:37])[CH:35]=[CH:34][CH:33]([CH3:38])[CH:32](/[C:39](/[CH3:60])=[CH:40]/[CH:41]=[CH:42]/[CH:43]([CH3:59])[CH2:44][CH:45]2[O:58][CH:46]2[CH:47]([CH3:57])[CH:48]([OH:51])[CH2:49][CH3:50])[O:31][C:29](=[O:30])[CH:28]=[CH:27][CH2:26][CH2:25]1. (8) Given the reactants [F:1][C:2]1[CH:7]=[CH:6][C:5]([C:8]2[CH:13]=[N:12][NH:11][C:10](=O)[CH:9]=2)=[CH:4][CH:3]=1.O=P(Cl)(Cl)[Cl:17], predict the reaction product. The product is: [Cl:17][C:10]1[N:11]=[N:12][CH:13]=[C:8]([C:5]2[CH:6]=[CH:7][C:2]([F:1])=[CH:3][CH:4]=2)[CH:9]=1.